Dataset: Reaction yield outcomes from USPTO patents with 853,638 reactions. Task: Predict the reaction yield, written as a fraction of the theoretical maximum amount of product (1.0 means a 100% yield; for example, 0.34 means a 34% yield). (1) The catalyst is CO. The reactants are [CH3:1][NH:2][S:3]([C:6]1[CH:11]=[CH:10][C:9]([C:12]2[N:17]=[C:16]([NH:18]C(=O)OC(C)(C)C)[CH:15]=[CH:14][CH:13]=2)=[CH:8][CH:7]=1)(=[O:5])=[O:4].[ClH:26].CO. The product is [ClH:26].[NH2:18][C:16]1[N:17]=[C:12]([C:9]2[CH:10]=[CH:11][C:6]([S:3]([NH:2][CH3:1])(=[O:4])=[O:5])=[CH:7][CH:8]=2)[CH:13]=[CH:14][CH:15]=1. The yield is 0.710. (2) The reactants are [NH2:1][C:2]1[CH:10]=[C:9]([C:11]([OH:13])=[O:12])[CH:8]=[CH:7][C:3]=1[C:4](O)=[O:5].[CH:14]([NH2:16])=O. The catalyst is CC(C)=O. The product is [O:5]=[C:4]1[C:3]2[C:2](=[CH:10][C:9]([C:11]([OH:13])=[O:12])=[CH:8][CH:7]=2)[N:1]=[CH:14][NH:16]1. The yield is 0.800. (3) The reactants are [OH-].[Na+].[Br:3][C:4]1[CH:16]=[CH:15][C:14]2[C:13]3[C:8](=[CH:9][CH:10]=[CH:11][CH:12]=3)[CH2:7][C:6]=2[CH:5]=1.Br[CH2:18][CH2:19][CH3:20].[C:21]1(C)[CH:26]=CC=C[CH:22]=1. The catalyst is [Br-].C([N+](CCCC)(CCCC)CCCC)CCC. The product is [CH2:18]([C:7]1([CH2:22][CH2:21][CH3:26])[C:6]2[CH:5]=[C:4]([Br:3])[CH:16]=[CH:15][C:14]=2[C:13]2[C:8]1=[CH:9][CH:10]=[CH:11][CH:12]=2)[CH2:19][CH3:20]. The yield is 0.730. (4) The reactants are [NH2:1][C:2]1[C:11]2[C:6](=[C:7](Br)[CH:8]=[CH:9][CH:10]=2)[N:5]=[N:4][C:3]=1[C:13]([NH:15][CH2:16][CH2:17][CH3:18])=[O:14].[CH:19]1[C:28]2[C:23](=[CH:24][CH:25]=[CH:26][CH:27]=2)[CH:22]=[CH:21][C:20]=1B(O)O. No catalyst specified. The product is [NH2:1][C:2]1[C:11]2[C:6](=[C:7]([C:21]3[CH:20]=[CH:19][C:28]4[C:23](=[CH:24][CH:25]=[CH:26][CH:27]=4)[CH:22]=3)[CH:8]=[CH:9][CH:10]=2)[N:5]=[N:4][C:3]=1[C:13]([NH:15][CH2:16][CH2:17][CH3:18])=[O:14]. The yield is 0.869. (5) The catalyst is C(Cl)Cl. The yield is 0.910. The product is [Cl:1][C:2]1[N:7]=[C:6]([C:8]2[S:12][C:11]([CH:13]([CH3:15])[CH3:14])=[N:10][C:9]=2[C:16]2[CH:17]=[C:18]([NH:22][S:37]([C:31]3[C:32]([F:36])=[CH:33][CH:34]=[CH:35][C:30]=3[F:29])(=[O:39])=[O:38])[CH:19]=[CH:20][CH:21]=2)[CH:5]=[CH:4][N:3]=1. The reactants are [Cl:1][C:2]1[N:7]=[C:6]([C:8]2[S:12][C:11]([CH:13]([CH3:15])[CH3:14])=[N:10][C:9]=2[C:16]2[CH:17]=[C:18]([NH2:22])[CH:19]=[CH:20][CH:21]=2)[CH:5]=[CH:4][N:3]=1.N1C=CC=CC=1.[F:29][C:30]1[CH:35]=[CH:34][CH:33]=[C:32]([F:36])[C:31]=1[S:37](Cl)(=[O:39])=[O:38]. (6) The reactants are [C:1]([C:3]1[CH:32]=[CH:31][C:6]([CH2:7][N:8]([CH:21]2[C:30]3N=[CH:28][CH:27]=[CH:26][C:25]=3[CH2:24][CH2:23][CH2:22]2)S(C2C=CC=CC=2[N+]([O-])=O)(=O)=O)=[C:5]([CH2:33][OH:34])[CH:4]=1)#[N:2].[C:35]([O-])([O-])=O.[K+].[K+].C1(S)C=CC=CC=1.N#N. The catalyst is CN(C=O)C. The product is [OH:34][CH2:33][C:5]1[CH:4]=[C:3]([CH:32]=[CH:31][C:6]=1[CH2:7][NH:8][CH:21]1[C:30]2[C:25](=[CH:26][CH:27]=[CH:28][CH:35]=2)[CH2:24][CH2:23][CH2:22]1)[C:1]#[N:2]. The yield is 0.860. (7) The reactants are [Cl:1][C:2]1[CH:7]=[CH:6][C:5]([C:8]([F:13])([F:12])[C:9]([OH:11])=O)=[CH:4][C:3]=1[F:14].P(Cl)(Cl)(Cl)=O.Cl.[NH2:21][CH2:22][C:23]1[CH:24]=[C:25]2[C:29](=[CH:30][CH:31]=1)[C:28](=[O:32])[N:27]([CH:33]1[CH2:38][CH2:37][C:36](=[O:39])[NH:35][C:34]1=[O:40])[CH2:26]2.C(=O)(O)[O-].[Na+]. The catalyst is N1C=CC=CC=1. The product is [Cl:1][C:2]1[CH:7]=[CH:6][C:5]([C:8]([F:13])([F:12])[C:9]([NH:21][CH2:22][C:23]2[CH:24]=[C:25]3[C:29](=[CH:30][CH:31]=2)[C:28](=[O:32])[N:27]([CH:33]2[CH2:38][CH2:37][C:36](=[O:39])[NH:35][C:34]2=[O:40])[CH2:26]3)=[O:11])=[CH:4][C:3]=1[F:14]. The yield is 0.110. (8) The product is [CH2:1]([O:8][C:9]1[CH:16]=[CH:15][C:12]([CH2:13][Br:20])=[C:11]([F:17])[C:10]=1[F:18])[C:2]1[CH:7]=[CH:6][CH:5]=[CH:4][CH:3]=1. The reactants are [CH2:1]([O:8][C:9]1[CH:16]=[CH:15][C:12]([CH2:13]O)=[C:11]([F:17])[C:10]=1[F:18])[C:2]1[CH:7]=[CH:6][CH:5]=[CH:4][CH:3]=1.P(Br)(Br)[Br:20]. The catalyst is ClCCl. The yield is 0.907. (9) The reactants are [N+:1]([CH2:4][CH2:5][C:6]1[CH:18]=[CH:17][C:9]([O:10][C:11]2[CH:12]=[N:13][CH:14]=[CH:15][CH:16]=2)=[CH:8][CH:7]=1)([O-:3])=O.C[O-].[Li+].C(=O)(O)[O-].[Na+].[C:27]([C:29]1[C:30]([NH2:36])=[N:31][C:32]([NH2:35])=[CH:33][CH:34]=1)#[CH:28].C(N(CC)CC)C. The catalyst is [Ti](Cl)(Cl)(Cl)Cl.O.O1CCCC1.C(OCC)(=O)C.CO. The product is [N:13]1[CH:14]=[CH:15][CH:16]=[C:11]([O:10][C:9]2[CH:17]=[CH:18][C:6]([CH2:5][C:4]3[CH:28]=[C:27]([C:29]4[C:30]([NH2:36])=[N:31][C:32]([NH2:35])=[CH:33][CH:34]=4)[O:3][N:1]=3)=[CH:7][CH:8]=2)[CH:12]=1. The yield is 0.158.